Dataset: Forward reaction prediction with 1.9M reactions from USPTO patents (1976-2016). Task: Predict the product of the given reaction. (1) Given the reactants C(S([C:5]1[N:6]=[CH:7][C:8]2[CH:14]=[C:13]([C:15]3[CH:20]=[CH:19][CH:18]=[CH:17][CH:16]=3)[C:12]([C:21]3[CH:28]=[CH:27][C:24]([CH:25]=[O:26])=[CH:23][CH:22]=3)=[N:11][C:9]=2[N:10]=1)=O)C.[CH3:29][N:30]([CH3:39])[C:31]([N:33]1[CH2:38][CH2:37][NH:36][CH2:35][CH2:34]1)=[O:32], predict the reaction product. The product is: [CH:25]([C:24]1[CH:27]=[CH:28][C:21]([C:12]2[C:13]([C:15]3[CH:20]=[CH:19][CH:18]=[CH:17][CH:16]=3)=[CH:14][C:8]3[CH:7]=[N:6][C:5]([N:36]4[CH2:35][CH2:34][N:33]([C:31]([N:30]([CH3:39])[CH3:29])=[O:32])[CH2:38][CH2:37]4)=[N:10][C:9]=3[N:11]=2)=[CH:22][CH:23]=1)=[O:26]. (2) Given the reactants C([C:4]1[CH:8]=[CH:7][S:6]C=1)(=O)C.[S:9]1[CH:13]=[CH:12][C:11]([C:14]([CH2:16][C:17]#[N:18])=[O:15])=[CH:10]1.N1CCOC[CH2:20]1.[S], predict the reaction product. The product is: [NH2:18][C:17]1[S:6][C:7]([CH3:20])=[C:8]([CH3:4])[C:16]=1[C:14]([C:11]1[CH:12]=[CH:13][S:9][CH:10]=1)=[O:15]. (3) The product is: [F:1][C:2]([F:7])([F:6])[C:3]([OH:5])=[O:4].[CH2:8]([O:12][C:13]1([C:24]2[CH:29]=[CH:28][CH:27]=[CH:26][C:25]=2[F:30])[CH2:14][NH:15][CH2:16]1)[CH2:9][CH2:10][CH3:11]. Given the reactants [F:1][C:2]([F:7])([F:6])[C:3]([OH:5])=[O:4].[CH2:8]([O:12][C:13]1([C:24]2[CH:29]=[CH:28][CH:27]=[CH:26][C:25]=2[F:30])[CH2:16][N:15](C(OC(C)(C)C)=O)[CH2:14]1)[CH2:9][CH2:10][CH3:11], predict the reaction product. (4) Given the reactants [F:1][C:2]1[CH:3]=[C:4]([C:9]([C:11]2[N:20]=[C:19]([NH:21][C:22]3[CH:26]=[C:25]([CH3:27])[NH:24][N:23]=3)[C:18]3[C:13](=[CH:14][CH:15]=[CH:16][CH:17]=3)[N:12]=2)=[O:10])[CH:5]=[CH:6][C:7]=1[F:8].[BH4-].[Na+].Cl, predict the reaction product. The product is: [F:1][C:2]1[CH:3]=[C:4]([CH:9]([C:11]2[N:20]=[C:19]([NH:21][C:22]3[CH:26]=[C:25]([CH3:27])[NH:24][N:23]=3)[C:18]3[C:13](=[CH:14][CH:15]=[CH:16][CH:17]=3)[N:12]=2)[OH:10])[CH:5]=[CH:6][C:7]=1[F:8]. (5) Given the reactants [N+:1]([C:4]1[CH:5]=[C:6]([CH2:10][C:11](OC)=O)[CH:7]=[CH:8][CH:9]=1)([O-])=O.N12CCCN=C1CCC[CH2:17][CH2:16]2.[C:26]([NH:29][C:30]1[CH:35]=[CH:34][C:33](S(N=[N+]=[N-])(=O)=O)=[CH:32][CH:31]=1)(=O)[CH3:27].O.C(#[N:45])C, predict the reaction product. The product is: [NH2:1][C:4]1[CH:5]=[C:6]([C:10]2([CH3:11])[CH:27]3[CH:16]2[CH2:17][N:29]([CH2:30][CH2:35][CH2:34][CH2:33][CH2:32][CH3:31])[CH2:26]3)[CH:7]=[CH:8][C:9]=1[NH2:45].